This data is from Full USPTO retrosynthesis dataset with 1.9M reactions from patents (1976-2016). The task is: Predict the reactants needed to synthesize the given product. (1) Given the product [CH3:25][N:23]([CH3:24])[C:4]1[CH:3]=[CH:2][N:7]=[C:6]([N:8]2[C@@H:15]3[C@@H:10]([CH2:11][CH2:12][N:13]([C:32]([O:29][C:27]([CH3:30])([CH3:28])[CH3:26])=[O:33])[CH2:14]3)[CH2:9]2)[CH:5]=1, predict the reactants needed to synthesize it. The reactants are: C[C:2]1[N:7]=[C:6]([N:8]2[C@@H:15]3[C@@H:10]([CH2:11][CH2:12][NH:13][CH2:14]3)[CH2:9]2)[CH:5]=[CH:4][CH:3]=1.ClC1C=C([N:23]([CH3:25])[CH3:24])C=CN=1.[CH3:26][C:27]([CH3:30])([O-:29])[CH3:28].[K+].[CH3:32][O:33]CCOC. (2) Given the product [N:8]1[C:17]2[NH:16][CH2:15][CH2:14][CH2:13][C:12]=2[CH:11]=[C:10]([C:18]2[CH:19]=[C:20]([O:24][CH:25]3[CH2:30][CH2:29][N:28]([C:31](=[O:33])[CH3:32])[CH2:27][CH2:26]3)[CH:21]=[N:22][CH:23]=2)[CH:9]=1.[C:31]([N:28]1[CH2:29][CH2:30][CH:25]([O:24][C:20]2[CH:19]=[C:18]([C:10]3[CH:11]=[C:12]4[C:17](=[N:8][CH:9]=3)[N:34]([C:35]([NH2:37])=[O:36])[CH2:15][CH2:14][CH2:13]4)[CH:23]=[N:22][CH:21]=2)[CH2:26][CH2:27]1)(=[O:33])[CH3:32], predict the reactants needed to synthesize it. The reactants are: FC(F)(F)C(O)=O.[N:8]1[C:17]2[NH:16][CH2:15][CH2:14][CH2:13][C:12]=2[CH:11]=[C:10]([C:18]2[CH:19]=[C:20]([O:24][CH:25]3[CH2:30][CH2:29][N:28]([C:31](=[O:33])[CH3:32])[CH2:27][CH2:26]3)[CH:21]=[N:22][CH:23]=2)[CH:9]=1.[NH2:34][C:35]([NH2:37])=[O:36]. (3) Given the product [Cl:33][C:34]1[CH:39]=[CH:38][C:37]([O:13][CH:10]2[CH2:11][CH2:12][NH:8][CH2:9]2)=[CH:36][CH:35]=1, predict the reactants needed to synthesize it. The reactants are: C(OC([N:8]1[CH2:12][CH2:11][CH:10]([OH:13])[CH2:9]1)=O)(C)(C)C.C1(P(C2C=CC=CC=2)C2C=CC=CC=2)C=CC=CC=1.[Cl:33][C:34]1[CH:39]=[CH:38][C:37](O)=[CH:36][CH:35]=1.N(C(OCC)=O)=NC(OCC)=O. (4) Given the product [CH3:1][O:2][C:3]([C@@H:5]1[CH2:39][C@@H:38]2[CH2:40][N:6]1[C:7](=[O:50])[C@H:8]([C:43]1([CH3:49])[CH2:48][CH2:47][CH2:46][CH2:45][CH2:44]1)[NH:9][C:10](=[O:42])[O:11][C@@H:12]1[CH2:41][C@H:13]1[CH2:14][CH2:15][CH2:16][CH2:17][CH2:18][C:19]1[C:20]([O:37]2)=[N:21][C:22]2[CH:23]=[CH:24][CH:25]=[CH:26][C:27]=2[C:28]=1[OH:29])=[O:4], predict the reactants needed to synthesize it. The reactants are: [CH3:1][O:2][C:3]([C@@H:5]1[CH2:39][C@@H:38]2[CH2:40][N:6]1[C:7](=[O:50])[C@H:8]([C:43]1([CH3:49])[CH2:48][CH2:47][CH2:46][CH2:45][CH2:44]1)[NH:9][C:10](=[O:42])[O:11][C@@H:12]1[CH2:41][C@H:13]1[CH2:14][CH2:15][CH2:16][C:17]#[C:18][C:19]1[C:20]([O:37]2)=[N:21][C:22]2[CH:23]=[CH:24][CH:25]=[CH:26][C:27]=2[C:28]=1[O:29]CC1C=CC=CC=1)=[O:4].